This data is from Catalyst prediction with 721,799 reactions and 888 catalyst types from USPTO. The task is: Predict which catalyst facilitates the given reaction. (1) Reactant: [CH2:1]([O:3][C:4](=[O:20])[C:5]1[CH:10]=[C:9]([O:11][C:12]([F:15])([F:14])[F:13])[C:8](Br)=[CH:7][C:6]=1[N+:17]([O-:19])=[O:18])[CH3:2].[C:21]([O:25][C:26]([NH:28][C@@H:29]1[CH2:33][CH2:32][N:31]([CH2:34][B-](F)(F)F)[CH2:30]1)=[O:27])([CH3:24])([CH3:23])[CH3:22].[K+].C(=O)([O-])[O-].[K+].[K+]. Product: [CH2:1]([O:3][C:4](=[O:20])[C:5]1[CH:10]=[C:9]([O:11][C:12]([F:15])([F:14])[F:13])[C:8]([CH2:34][N:31]2[CH2:32][CH2:33][C@@H:29]([NH:28][C:26]([O:25][C:21]([CH3:24])([CH3:23])[CH3:22])=[O:27])[CH2:30]2)=[CH:7][C:6]=1[N+:17]([O-:19])=[O:18])[CH3:2]. The catalyst class is: 498. (2) Reactant: C([O:4][CH2:5][C@H:6]([N:8]1[CH:17]=[CH:16][C:15]2[C:10](=[CH:11][CH:12]=[C:13]([CH3:33])[C:14]=2[NH:18][C:19](=[O:32])[CH2:20][C:21]2[CH:26]=[CH:25][C:24]([C:27]([F:30])([F:29])[F:28])=[C:23]([F:31])[CH:22]=2)[C:9]1=[O:34])[CH3:7])(=O)C.C(=O)([O-])[O-].[K+].[K+].CO. Product: [F:31][C:23]1[CH:22]=[C:21]([CH2:20][C:19]([NH:18][C:14]2[C:13]([CH3:33])=[CH:12][CH:11]=[C:10]3[C:15]=2[CH:16]=[CH:17][N:8]([C@H:6]([CH3:7])[CH2:5][OH:4])[C:9]3=[O:34])=[O:32])[CH:26]=[CH:25][C:24]=1[C:27]([F:30])([F:28])[F:29]. The catalyst class is: 6. (3) Reactant: [CH:1]([C:3]1[CH:4]=[C:5]([CH:8]=[CH:9][CH:10]=1)[C:6]#[N:7])=O.Cl.[NH2:12][OH:13]. Product: [OH:13][N:12]=[CH:1][C:3]1[CH:4]=[C:5]([CH:8]=[CH:9][CH:10]=1)[C:6]#[N:7]. The catalyst class is: 2. (4) Reactant: [F:1][C:2]1[CH:3]=[C:4]([CH:7]=[C:8]([F:11])[C:9]=1F)[CH:5]=[O:6].[CH3:12][S-:13].[Na+]. Product: [F:1][C:2]1[CH:3]=[C:4]([CH:7]=[C:8]([F:11])[C:9]=1[S:13][CH3:12])[CH:5]=[O:6]. The catalyst class is: 197. (5) Reactant: [NH2:1][C:2]1[N:7]=[C:6]([C:8]2[CH:13]=[CH:12][C:11]([CH2:14][C@H:15]([NH:19][C:20]([O:22][C:23]([CH3:26])([CH3:25])[CH3:24])=[O:21])[C:16]([OH:18])=[O:17])=[CH:10][CH:9]=2)[CH:5]=[C:4]([O:27][C@@H:28]([C:33]2[CH:38]=[CH:37][C:36](Br)=[CH:35][CH:34]=2)[C:29]([F:32])([F:31])[F:30])[N:3]=1.[CH3:40][O:41][C:42]1[CH:43]=[N:44][CH:45]=[C:46](B2OC(C)(C)C(C)(C)O2)[CH:47]=1.C(#N)C.C(=O)([O-])[O-].[Na+].[Na+]. Product: [NH2:1][C:2]1[N:7]=[C:6]([C:8]2[CH:13]=[CH:12][C:11]([CH2:14][C@H:15]([NH:19][C:20]([O:22][C:23]([CH3:26])([CH3:25])[CH3:24])=[O:21])[C:16]([OH:18])=[O:17])=[CH:10][CH:9]=2)[CH:5]=[C:4]([O:27][C@@H:28]([C:33]2[CH:38]=[CH:37][C:36]([C:46]3[CH:45]=[N:44][CH:43]=[C:42]([O:41][CH3:40])[CH:47]=3)=[CH:35][CH:34]=2)[C:29]([F:32])([F:31])[F:30])[N:3]=1. The catalyst class is: 189.